From a dataset of Reaction yield outcomes from USPTO patents with 853,638 reactions. Predict the reaction yield, written as a fraction of the theoretical maximum amount of product (1.0 means a 100% yield; for example, 0.34 means a 34% yield). The reactants are [CH3:1][C:2]1[C:10]2[C:5](=[CH:6][CH:7]=[CH:8][CH:9]=2)[NH:4][CH:3]=1.[H-].[Na+].I[CH3:14]. The catalyst is CN(C=O)C. The product is [CH3:14][N:4]1[C:5]2[C:10](=[CH:9][CH:8]=[CH:7][CH:6]=2)[C:2]([CH3:1])=[CH:3]1. The yield is 0.970.